Dataset: NCI-60 drug combinations with 297,098 pairs across 59 cell lines. Task: Regression. Given two drug SMILES strings and cell line genomic features, predict the synergy score measuring deviation from expected non-interaction effect. (1) Drug 1: CC1C(C(CC(O1)OC2CC(CC3=C2C(=C4C(=C3O)C(=O)C5=C(C4=O)C(=CC=C5)OC)O)(C(=O)C)O)N)O.Cl. Drug 2: CC1C(C(CC(O1)OC2CC(CC3=C2C(=C4C(=C3O)C(=O)C5=CC=CC=C5C4=O)O)(C(=O)C)O)N)O. Cell line: HCT-15. Synergy scores: CSS=31.5, Synergy_ZIP=-1.40, Synergy_Bliss=-1.77, Synergy_Loewe=-11.0, Synergy_HSA=-0.499. (2) Drug 1: C1CCC(C1)C(CC#N)N2C=C(C=N2)C3=C4C=CNC4=NC=N3. Drug 2: CC1C(C(=O)NC(C(=O)N2CCCC2C(=O)N(CC(=O)N(C(C(=O)O1)C(C)C)C)C)C(C)C)NC(=O)C3=C4C(=C(C=C3)C)OC5=C(C(=O)C(=C(C5=N4)C(=O)NC6C(OC(=O)C(N(C(=O)CN(C(=O)C7CCCN7C(=O)C(NC6=O)C(C)C)C)C)C(C)C)C)N)C. Cell line: NCI/ADR-RES. Synergy scores: CSS=-4.51, Synergy_ZIP=0.0592, Synergy_Bliss=-2.87, Synergy_Loewe=-3.34, Synergy_HSA=-4.09.